Dataset: Forward reaction prediction with 1.9M reactions from USPTO patents (1976-2016). Task: Predict the product of the given reaction. Given the reactants Br[C:2]1[CH:11]=[C:10]2[C:5]([C:6]([CH3:34])=[C:7]([C:27]3[CH:32]=[CH:31][C:30]([F:33])=[CH:29][CH:28]=3)[CH:8]([C:12]3[CH:26]=[CH:25][C:15]([O:16][CH2:17][CH2:18][N:19]4[CH2:22][CH:21]([CH2:23][F:24])[CH2:20]4)=[CH:14][CH:13]=3)[O:9]2)=[CH:4][C:3]=1[O:35][CH:36]1[CH2:41][CH2:40][CH2:39][CH2:38][O:37]1.[CH3:42]B1OB(C)OB(C)O1.C(=O)([O-])[O-].[Cs+].[Cs+], predict the reaction product. The product is: [F:24][CH2:23][CH:21]1[CH2:20][N:19]([CH2:18][CH2:17][O:16][C:15]2[CH:25]=[CH:26][C:12]([CH:8]3[C:7]([C:27]4[CH:32]=[CH:31][C:30]([F:33])=[CH:29][CH:28]=4)=[C:6]([CH3:34])[C:5]4[C:10](=[CH:11][C:2]([CH3:42])=[C:3]([O:35][CH:36]5[CH2:41][CH2:40][CH2:39][CH2:38][O:37]5)[CH:4]=4)[O:9]3)=[CH:13][CH:14]=2)[CH2:22]1.